Dataset: Reaction yield outcomes from USPTO patents with 853,638 reactions. Task: Predict the reaction yield, written as a fraction of the theoretical maximum amount of product (1.0 means a 100% yield; for example, 0.34 means a 34% yield). The reactants are [Br:1][C:2]1[CH:3]=[C:4]([C:17]([OH:19])=O)[N:5]([CH2:7][C:8]([C:10]2[CH:15]=[CH:14][C:13]([Cl:16])=[CH:12][CH:11]=2)=O)[CH:6]=1.[CH2:20]([NH2:23])[CH2:21][NH2:22]. The catalyst is C(O)C. The product is [Br:1][C:2]1[CH:3]=[C:4]2[C:17](=[O:19])[N:22]3[CH2:21][CH2:20][NH:23][C:8]3([C:10]3[CH:11]=[CH:12][C:13]([Cl:16])=[CH:14][CH:15]=3)[CH2:7][N:5]2[CH:6]=1. The yield is 0.680.